From a dataset of Full USPTO retrosynthesis dataset with 1.9M reactions from patents (1976-2016). Predict the reactants needed to synthesize the given product. (1) Given the product [Cl:18][CH2:19][C:20]([NH:1][C@H:2]([C:5]1[CH:10]=[CH:9][CH:8]=[CH:7][CH:6]=1)[CH2:3][OH:4])=[O:21], predict the reactants needed to synthesize it. The reactants are: [NH2:1][C@H:2]([C:5]1[CH:10]=[CH:9][CH:8]=[CH:7][CH:6]=1)[CH2:3][OH:4].CCN(CC)CC.[Cl:18][CH2:19][C:20](Cl)=[O:21]. (2) Given the product [CH2:36]([O:43][CH2:44][CH2:45][O:46][C:47]1[CH:52]=[CH:51][C:50]([C:2]2[CH:3]=[C:4]3[C:10]([C:11]4[C:12]([CH3:25])=[N:13][N:14]([CH2:17][C:18]5[CH:23]=[CH:22][CH:21]=[C:20]([F:24])[CH:19]=5)[C:15]=4[CH3:16])=[CH:9][N:8]([S:26]([C:29]4[CH:30]=[CH:31][C:32]([CH3:33])=[CH:34][CH:35]=4)(=[O:27])=[O:28])[C:5]3=[N:6][CH:7]=2)=[CH:49][C:48]=1[NH:62][S:63]([CH3:66])(=[O:64])=[O:65])[C:37]1[CH:38]=[CH:39][CH:40]=[CH:41][CH:42]=1, predict the reactants needed to synthesize it. The reactants are: Br[C:2]1[CH:3]=[C:4]2[C:10]([C:11]3[C:12]([CH3:25])=[N:13][N:14]([CH2:17][C:18]4[CH:23]=[CH:22][CH:21]=[C:20]([F:24])[CH:19]=4)[C:15]=3[CH3:16])=[CH:9][N:8]([S:26]([C:29]3[CH:35]=[CH:34][C:32]([CH3:33])=[CH:31][CH:30]=3)(=[O:28])=[O:27])[C:5]2=[N:6][CH:7]=1.[CH2:36]([O:43][CH2:44][CH2:45][O:46][C:47]1[CH:52]=[CH:51][C:50](B2OC(C)(C)C(C)(C)O2)=[CH:49][C:48]=1[NH:62][S:63]([CH3:66])(=[O:65])=[O:64])[C:37]1[CH:42]=[CH:41][CH:40]=[CH:39][CH:38]=1.C(=O)([O-])[O-].[Na+].[Na+]. (3) Given the product [CH2:1]([O:3][C:4]([C:6]1([O:10][C:11]2[CH:12]=[CH:13][C:14]3[O:18][C:17]([NH:19][CH:20]4[CH2:25][CH2:24][N:23]([CH2:80][C:79]5[CH:82]=[C:83]([O:86][CH2:87][CH3:88])[C:84]([F:85])=[C:77]([O:76][CH2:74][CH3:75])[CH:78]=5)[CH2:22][CH2:21]4)=[N:16][C:15]=3[CH:26]=2)[CH2:7][CH2:8][CH2:9]1)=[O:5])[CH3:2], predict the reactants needed to synthesize it. The reactants are: [CH2:1]([O:3][C:4]([C:6]1([O:10][C:11]2[CH:12]=[CH:13][C:14]3[O:18][C:17]([NH:19][CH:20]4[CH2:25][CH2:24][NH:23][CH2:22][CH2:21]4)=[N:16][C:15]=3[CH:26]=2)[CH2:9][CH2:8][CH2:7]1)=[O:5])[CH3:2].C(OC(N1CCC(NC2OC3C=CC(O)=CC=3N=2)CC1)=O)(C)(C)C.C(OC(C1(Br)CCC1)=O)C.C(=O)([O-])[O-].[K+].[K+].FC(F)(F)C(O)=O.[CH2:74]([O:76][C:77]1[CH:78]=[C:79]([CH:82]=[C:83]([O:86][CH2:87][CH3:88])[C:84]=1[F:85])[CH:80]=O)[CH3:75].C([BH3-])#N.[Na+].C(N(C(C)C)C(C)C)C. (4) Given the product [Cl:1][C:2]1[CH:7]=[CH:6][C:5]([N:8]2[C:9]([C:14]3[CH:19]=[CH:18][C:17]([Cl:20])=[CH:16][CH:15]=3)=[CH:10][C:11]([CH2:38][N:33]3[CH2:34][CH2:35][N:30]([C:26]4[CH:27]=[CH:28][CH:29]=[C:24]([C:23]([F:22])([F:36])[F:37])[CH:25]=4)[CH2:31][CH2:32]3)=[C:12]2[CH3:13])=[CH:4][CH:3]=1, predict the reactants needed to synthesize it. The reactants are: [Cl:1][C:2]1[CH:7]=[CH:6][C:5]([N:8]2[C:12]([CH3:13])=[CH:11][CH:10]=[C:9]2[C:14]2[CH:19]=[CH:18][C:17]([Cl:20])=[CH:16][CH:15]=2)=[CH:4][CH:3]=1.Cl.[F:22][C:23]([F:37])([F:36])[C:24]1[CH:25]=[C:26]([N:30]2[CH2:35][CH2:34][NH:33][CH2:32][CH2:31]2)[CH:27]=[CH:28][CH:29]=1.[CH2:38]=O.[OH-].[Na+].